This data is from Forward reaction prediction with 1.9M reactions from USPTO patents (1976-2016). The task is: Predict the product of the given reaction. (1) Given the reactants [C:1]([O:5][C:6]([NH:8][C@@H:9]([CH2:13][CH3:14])[C:10]([OH:12])=O)=[O:7])([CH3:4])([CH3:3])[CH3:2].CN(C(ON1N=NC2[CH:26]=[CH:27][CH:28]=[N:29][C:24]1=2)=[N+](C)C)C.F[P-](F)(F)(F)(F)F.N1CCCC1.CCN(CC)CC, predict the reaction product. The product is: [O:12]=[C:10]([N:29]1[CH2:28][CH2:27][CH2:26][CH2:24]1)[C@@H:9]([NH:8][C:6](=[O:7])[O:5][C:1]([CH3:2])([CH3:3])[CH3:4])[CH2:13][CH3:14]. (2) Given the reactants [F:1][C:2]([F:31])([F:30])[C:3]1[CH:4]=[C:5]([CH:23]=[C:24]([C:26]([F:29])([F:28])[F:27])[CH:25]=1)[C:6]([N:8]1[CH2:13][CH2:12][NH:11][CH2:10][C@H:9]1[CH2:14][C:15]1[CH:20]=[CH:19][C:18]([CH3:21])=[C:17]([CH3:22])[CH:16]=1)=[O:7].[CH:32]([C:34]1[CH:35]=[N:36][N:37](C(C2C=CC=CC=2)(C2C=CC=CC=2)C2C=CC=CC=2)[CH:38]=1)=O.C(O[BH-](OC(=O)C)OC(=O)C)(=O)C.[Na+].C(=O)(O)[O-].[Na+], predict the reaction product. The product is: [F:31][C:2]([F:1])([F:30])[C:3]1[CH:4]=[C:5]([CH:23]=[C:24]([C:26]([F:27])([F:28])[F:29])[CH:25]=1)[C:6]([N:8]1[CH2:13][CH2:12][N:11]([CH2:32][C:34]2[CH:35]=[N:36][NH:37][CH:38]=2)[CH2:10][C@H:9]1[CH2:14][C:15]1[CH:20]=[CH:19][C:18]([CH3:21])=[C:17]([CH3:22])[CH:16]=1)=[O:7].